This data is from Merck oncology drug combination screen with 23,052 pairs across 39 cell lines. The task is: Regression. Given two drug SMILES strings and cell line genomic features, predict the synergy score measuring deviation from expected non-interaction effect. (1) Drug 1: CCC1=CC2CN(C1)Cc1c([nH]c3ccccc13)C(C(=O)OC)(c1cc3c(cc1OC)N(C)C1C(O)(C(=O)OC)C(OC(C)=O)C4(CC)C=CCN5CCC31C54)C2. Drug 2: COC1=C2CC(C)CC(OC)C(O)C(C)C=C(C)C(OC(N)=O)C(OC)C=CC=C(C)C(=O)NC(=CC1=O)C2=O. Cell line: NCIH1650. Synergy scores: synergy=-12.1. (2) Drug 1: CCc1c2c(nc3ccc(O)cc13)-c1cc3c(c(=O)n1C2)COC(=O)C3(O)CC. Drug 2: Cn1cc(-c2cnn3c(N)c(Br)c(C4CCCNC4)nc23)cn1. Cell line: LOVO. Synergy scores: synergy=1.43. (3) Drug 1: N#Cc1ccc(Cn2cncc2CN2CCN(c3cccc(Cl)c3)C(=O)C2)cc1. Drug 2: COc1cc(C2c3cc4c(cc3C(OC3OC5COC(C)OC5C(O)C3O)C3COC(=O)C23)OCO4)cc(OC)c1O. Cell line: NCIH23. Synergy scores: synergy=4.03. (4) Drug 1: O=S1(=O)NC2(CN1CC(F)(F)F)C1CCC2Cc2cc(C=CCN3CCC(C(F)(F)F)CC3)ccc2C1. Drug 2: CC1(c2nc3c(C(N)=O)cccc3[nH]2)CCCN1. Cell line: VCAP. Synergy scores: synergy=0.273. (5) Drug 1: CCC1=CC2CN(C1)Cc1c([nH]c3ccccc13)C(C(=O)OC)(c1cc3c(cc1OC)N(C)C1C(O)(C(=O)OC)C(OC(C)=O)C4(CC)C=CCN5CCC31C54)C2. Drug 2: Cn1cc(-c2cnn3c(N)c(Br)c(C4CCCNC4)nc23)cn1. Cell line: RKO. Synergy scores: synergy=23.1.